From a dataset of Forward reaction prediction with 1.9M reactions from USPTO patents (1976-2016). Predict the product of the given reaction. Given the reactants [Mg].BrCCBr.Cl[CH:7]1[CH2:12][CH2:11][N:10]([CH3:13])[CH2:9][CH2:8]1.C[N:15]1CCC([Mg]Cl)CC1.[S:23](Cl)(Cl)(=[O:25])=[O:24].C([O-])([O-])=O.[K+].[K+], predict the reaction product. The product is: [CH3:13][N:10]1[CH2:11][CH2:12][CH:7]([S:23]([NH2:15])(=[O:25])=[O:24])[CH2:8][CH2:9]1.